From a dataset of Reaction yield outcomes from USPTO patents with 853,638 reactions. Predict the reaction yield, written as a fraction of the theoretical maximum amount of product (1.0 means a 100% yield; for example, 0.34 means a 34% yield). (1) The reactants are [CH:1]([N:4]1[C:8](=[O:9])[CH2:7][C:6]([CH2:10][CH2:11][C:12]([O:14][CH2:15][CH3:16])=[O:13])=[N:5]1)([CH3:3])[CH3:2].C(=O)([O-])[O-].[K+].[K+].Cl.Cl[CH2:25][C:26]1[CH:35]=[CH:34][C:33]2[C:28](=[CH:29][CH:30]=[CH:31][CH:32]=2)[N:27]=1.CN(C)C=O. The catalyst is O. The product is [CH:1]([N:4]1[C:8]([O:9][CH2:25][C:26]2[CH:35]=[CH:34][C:33]3[C:28](=[CH:29][CH:30]=[CH:31][CH:32]=3)[N:27]=2)=[CH:7][C:6]([CH2:10][CH2:11][C:12]([O:14][CH2:15][CH3:16])=[O:13])=[N:5]1)([CH3:3])[CH3:2]. The yield is 0.490. (2) The reactants are [NH2:1][C:2]1[CH:32]=[CH:31][C:5]([O:6][C:7]2[CH:12]=[CH:11][N:10]=[C:9]3[CH:13]=[C:14]([C:16]4[CH:17]=[N:18][C:19](=[O:30])[N:20]([CH2:22][CH2:23][N:24]5[CH2:29][CH2:28][O:27][CH2:26][CH2:25]5)[CH:21]=4)[S:15][C:8]=23)=[C:4]([F:33])[CH:3]=1.[CH3:34][O:35][C:36]1[CH:41]=[CH:40][CH:39]=[CH:38][C:37]=1[NH:42][C:43](=[O:48])[CH2:44][C:45](O)=[O:46].C1C=CC2N(O)N=NC=2C=1.Cl. The catalyst is CN(C=O)C.C(Cl)CCl. The product is [F:33][C:4]1[CH:3]=[C:2]([NH:1][C:45](=[O:46])[CH2:44][C:43]([NH:42][C:37]2[CH:38]=[CH:39][CH:40]=[CH:41][C:36]=2[O:35][CH3:34])=[O:48])[CH:32]=[CH:31][C:5]=1[O:6][C:7]1[CH:12]=[CH:11][N:10]=[C:9]2[CH:13]=[C:14]([C:16]3[CH:17]=[N:18][C:19](=[O:30])[N:20]([CH2:22][CH2:23][N:24]4[CH2:25][CH2:26][O:27][CH2:28][CH2:29]4)[CH:21]=3)[S:15][C:8]=12. The yield is 0.130. (3) The reactants are [Cl:1][C:2]1[C:23]([Cl:24])=[CH:22][C:5]2[N:6]([CH2:14][O:15][CH2:16][CH2:17][Si:18]([CH3:21])([CH3:20])[CH3:19])[C:7]([CH2:9][CH2:10][CH2:11][CH:12]=O)=[N:8][C:4]=2[CH:3]=1.[NH2:25][CH2:26][C@@H:27]1[C@H:31]2[O:32][C:33]([CH3:36])([CH3:35])[O:34][C@H:30]2[C@H:29]([N:37]2[C:41]3[N:42]=[CH:43][N:44]=[C:45]([NH:46][CH:47]4[CH2:49][CH2:48]4)[C:40]=3[CH:39]=[CH:38]2)[CH2:28]1.C(O[BH-](OC(=O)C)OC(=O)C)(=O)C.[Na+]. The catalyst is ClCCCl. The product is [Cl:1][C:2]1[C:23]([Cl:24])=[CH:22][C:5]2[N:6]([CH2:14][O:15][CH2:16][CH2:17][Si:18]([CH3:19])([CH3:21])[CH3:20])[C:7]([CH2:9][CH2:10][CH2:11][CH2:12][NH:25][CH2:26][C@@H:27]3[C@H:31]4[O:32][C:33]([CH3:35])([CH3:36])[O:34][C@H:30]4[C@H:29]([N:37]4[C:41]5[N:42]=[CH:43][N:44]=[C:45]([NH:46][CH:47]6[CH2:49][CH2:48]6)[C:40]=5[CH:39]=[CH:38]4)[CH2:28]3)=[N:8][C:4]=2[CH:3]=1. The yield is 0.410. (4) The reactants are [CH2:1]([O:3][C:4](=[O:15])[CH2:5][C:6]1[CH:11]=[CH:10][C:9]([NH:12][CH:13]=O)=[CH:8][CH:7]=1)[CH3:2]. The catalyst is C1COCC1. The product is [CH2:1]([O:3][C:4](=[O:15])[CH2:5][C:6]1[CH:11]=[CH:10][C:9]([NH:12][CH3:13])=[CH:8][CH:7]=1)[CH3:2]. The yield is 0.910. (5) The reactants are [Cl:1][C:2]1[CH:7]=[CH:6][N:5]=[C:4]([C:8](Cl)=[O:9])[CH:3]=1.[CH3:11][NH2:12]. The catalyst is C1COCC1.CCO.CCOC(C)=O. The product is [Cl:1][C:2]1[CH:7]=[CH:6][N:5]=[C:4]([C:8]([NH:12][CH3:11])=[O:9])[CH:3]=1. The yield is 0.600. (6) The reactants are [CH:1]1[C:13]2[CH:12]([CH2:14][O:15][C:16]([NH:18][C@H:19]([CH2:26][CH2:27][CH2:28][CH2:29][NH:30][C:31](=[O:60])[CH2:32][CH2:33][C@H:34]([NH:42][C:43](=[O:59])[CH2:44][CH2:45][CH2:46][CH2:47][CH2:48][CH2:49][CH2:50][CH2:51][CH2:52][CH2:53][CH2:54][CH2:55][CH2:56][CH2:57][CH3:58])[C:35]([O:37][C:38]([CH3:41])([CH3:40])[CH3:39])=[O:36])[C:20]([O:22]CC=C)=[O:21])=[O:17])[C:11]3[C:6](=[CH:7][CH:8]=[CH:9][CH:10]=3)[C:5]=2[CH:4]=[CH:3][CH:2]=1.C1([SiH3])C=CC=CC=1.C(Cl)Cl.CO.C1(P(=O)(C2C=CC=CC=2)C2C=CC=CC=2)C=CC=CC=1. The catalyst is C(Cl)Cl.[Pd].C1(P(C2C=CC=CC=2)C2C=CC=CC=2)C=CC=CC=1.C1(P(C2C=CC=CC=2)C2C=CC=CC=2)C=CC=CC=1.C1(P(C2C=CC=CC=2)C2C=CC=CC=2)C=CC=CC=1.C1(P(C2C=CC=CC=2)C2C=CC=CC=2)C=CC=CC=1. The product is [CH:10]1[C:11]2[CH:12]([CH2:14][O:15][C:16]([NH:18][C@H:19]([CH2:26][CH2:27][CH2:28][CH2:29][NH:30][C:31](=[O:60])[CH2:32][CH2:33][C@H:34]([NH:42][C:43](=[O:59])[CH2:44][CH2:45][CH2:46][CH2:47][CH2:48][CH2:49][CH2:50][CH2:51][CH2:52][CH2:53][CH2:54][CH2:55][CH2:56][CH2:57][CH3:58])[C:35]([O:37][C:38]([CH3:40])([CH3:41])[CH3:39])=[O:36])[C:20]([OH:22])=[O:21])=[O:17])[C:13]3[C:5](=[CH:4][CH:3]=[CH:2][CH:1]=3)[C:6]=2[CH:7]=[CH:8][CH:9]=1. The yield is 0.590.